Dataset: Reaction yield outcomes from USPTO patents with 853,638 reactions. Task: Predict the reaction yield, written as a fraction of the theoretical maximum amount of product (1.0 means a 100% yield; for example, 0.34 means a 34% yield). (1) The catalyst is S(=O)(=O)(O)O. The product is [CH3:13][O:7][C:6](=[O:8])[C:5]1[CH:9]=[CH:10][C:2]([NH2:1])=[C:3]([O:11][CH3:12])[CH:4]=1. The yield is 1.00. The reactants are [NH2:1][C:2]1[CH:10]=[CH:9][C:5]([C:6]([OH:8])=[O:7])=[CH:4][C:3]=1[O:11][CH3:12].[CH3:13]O. (2) The reactants are [N:1]12[CH2:8][CH2:7][CH:4]([CH2:5][CH2:6]1)[C@@H:3]([OH:9])[CH2:2]2.[Cl:10][C:11](OC(Cl)(Cl)Cl)=[O:12]. The catalyst is C(#N)C. The product is [ClH:10].[C:11]([Cl:10])(=[O:12])[O:9][C@@H:3]1[CH:4]2[CH2:7][CH2:8][N:1]([CH2:6][CH2:5]2)[CH2:2]1. The yield is 0.980.